From a dataset of Reaction yield outcomes from USPTO patents with 853,638 reactions. Predict the reaction yield, written as a fraction of the theoretical maximum amount of product (1.0 means a 100% yield; for example, 0.34 means a 34% yield). (1) The reactants are [F:1][C:2]1[CH:3]=[CH:4][CH:5]=[C:6]2[C:10]=1[NH:9][C:8](=O)[C:7]2=[O:12].[C:13]12[C:19](=[CH:20][CH:21]=[CH:22][CH:23]=1)[NH:18]C(=O)O[C:14]2=[O:15].CN(C1C=CC=CN=1)C.Cl. The catalyst is N1C=CC=CC=1.C(Cl)(Cl)Cl. The product is [F:1][C:2]1[CH:3]=[CH:4][CH:5]=[C:6]2[C:10]=1[N:9]1[C:8](=[N:18][C:19]3[C:13]([C:14]1=[O:15])=[CH:23][CH:22]=[CH:21][CH:20]=3)[C:7]2=[O:12]. The yield is 0.140. (2) The reactants are O=[C:2]1[CH2:7][CH2:6][N:5]([C:8]([O:10][C:11]([CH3:14])([CH3:13])[CH3:12])=[O:9])[CH2:4][CH2:3]1.[CH:15]([NH2:18])([CH3:17])[CH3:16].C(O)(=O)C.C([BH3-])#N.[Na+]. The catalyst is CO. The product is [CH:15]([NH:18][CH:2]1[CH2:7][CH2:6][N:5]([C:8]([O:10][C:11]([CH3:14])([CH3:13])[CH3:12])=[O:9])[CH2:4][CH2:3]1)([CH3:17])[CH3:16]. The yield is 0.410. (3) The reactants are [CH3:1][O:2][C:3]([C:5]1[C:6]2[C:20]([CH3:21])=[N:19][NH:18][C:7]=2[N:8]=[C:9]([C:11]2[CH:16]=[CH:15][C:14]([OH:17])=[CH:13][CH:12]=2)[CH:10]=1)=[O:4].[O:22]1[CH:27]=[CH:26][CH2:25][CH2:24][CH2:23]1.O.C1(C)C=CC(S(O)(=O)=O)=CC=1.O. The catalyst is C1COCC1. The product is [CH3:1][O:2][C:3]([C:5]1[C:6]2[C:20]([CH3:21])=[N:19][N:18]([CH:23]3[CH2:24][CH2:25][CH2:26][CH2:27][O:22]3)[C:7]=2[N:8]=[C:9]([C:11]2[CH:12]=[CH:13][C:14]([OH:17])=[CH:15][CH:16]=2)[CH:10]=1)=[O:4]. The yield is 0.570. (4) The catalyst is CCO.O.[Fe]. The product is [Br:1][C:2]1[CH:8]=[CH:7][CH:6]=[C:4]([NH2:5])[C:3]=1[NH2:9]. The reactants are [Br:1][C:2]1[C:3]([N+:9]([O-])=O)=[C:4]([CH:6]=[CH:7][CH:8]=1)[NH2:5].[NH4+].[Cl-]. The yield is 0.850.